From a dataset of Full USPTO retrosynthesis dataset with 1.9M reactions from patents (1976-2016). Predict the reactants needed to synthesize the given product. Given the product [CH3:45][O:39][C:38]([C:12]1[CH:13]=[C:14]([F:15])[CH:5]=[C:6]2[C:11]=1[NH:10][CH:9]([C:16]1[CH:17]=[C:18]([C:32]3[CH:33]=[CH:34][C:29]([C:25]([CH3:28])([CH3:27])[CH3:26])=[CH:30][CH:31]=3)[CH:19]=[CH:20][CH:21]=1)[C:8]([CH3:23])([CH3:24])[CH2:7]2)=[O:41], predict the reactants needed to synthesize it. The reactants are: COC([C:5]1[C:6]2[CH2:7][C:8]([CH3:24])([CH3:23])[CH:9]([C:16]3[CH:21]=[CH:20][CH:19]=[C:18](Br)[CH:17]=3)[NH:10][C:11]=2[CH:12]=[CH:13][C:14]=1[F:15])=O.[C:25]([C:29]1[CH:34]=[CH:33][C:32](B(O)O)=[CH:31][CH:30]=1)([CH3:28])([CH3:27])[CH3:26].[C:38](=[O:41])([O-])[O-:39].[Na+].[Na+].O1CCOC[CH2:45]1.